From a dataset of Full USPTO retrosynthesis dataset with 1.9M reactions from patents (1976-2016). Predict the reactants needed to synthesize the given product. Given the product [C:35]([NH:1][C:2]1[S:3][C:4]2[CH:10]=[C:9]([O:11][C:12]3[CH:13]=[C:14]([CH:28]=[CH:29][CH:30]=3)[C:15]([NH:17][C:18]3[CH:23]=[CH:22][CH:21]=[C:20]([C:24]([F:27])([F:25])[F:26])[CH:19]=3)=[O:16])[CH:8]=[CH:7][C:5]=2[N:6]=1)(=[O:34])[CH2:36][OH:37], predict the reactants needed to synthesize it. The reactants are: [NH2:1][C:2]1[S:3][C:4]2[CH:10]=[C:9]([O:11][C:12]3[CH:13]=[C:14]([CH:28]=[CH:29][CH:30]=3)[C:15]([NH:17][C:18]3[CH:23]=[CH:22][CH:21]=[C:20]([C:24]([F:27])([F:26])[F:25])[CH:19]=3)=[O:16])[CH:8]=[CH:7][C:5]=2[N:6]=1.C([O:34][CH2:35][C:36](Cl)=[O:37])(=O)C.O.